Dataset: Peptide-MHC class II binding affinity with 134,281 pairs from IEDB. Task: Regression. Given a peptide amino acid sequence and an MHC pseudo amino acid sequence, predict their binding affinity value. This is MHC class II binding data. (1) The peptide sequence is GETVKCRAPGGAKKP. The MHC is HLA-DQA10201-DQB10301 with pseudo-sequence HLA-DQA10201-DQB10301. The binding affinity (normalized) is 0.154. (2) The peptide sequence is QKLLKSIAATRGATV. The MHC is DRB1_0301 with pseudo-sequence DRB1_0301. The binding affinity (normalized) is 0.473. (3) The MHC is HLA-DQA10601-DQB10402 with pseudo-sequence HLA-DQA10601-DQB10402. The binding affinity (normalized) is 0. The peptide sequence is RSTTDSGKVIPEWCC. (4) The peptide sequence is QQYTAALSPILFECL. The MHC is DRB1_1201 with pseudo-sequence DRB1_1201. The binding affinity (normalized) is 0.541. (5) The MHC is HLA-DPA10201-DPB10101 with pseudo-sequence HLA-DPA10201-DPB10101. The peptide sequence is EKKFFAATQFEPLAA. The binding affinity (normalized) is 0.896. (6) The MHC is DRB1_1302 with pseudo-sequence DRB1_1302. The peptide sequence is YDKFLANVSTVLTGM. The binding affinity (normalized) is 0.932.